Task: Regression. Given two drug SMILES strings and cell line genomic features, predict the synergy score measuring deviation from expected non-interaction effect.. Dataset: Merck oncology drug combination screen with 23,052 pairs across 39 cell lines (1) Drug 1: COc1cccc2c1C(=O)c1c(O)c3c(c(O)c1C2=O)CC(O)(C(=O)CO)CC3OC1CC(N)C(O)C(C)O1. Drug 2: CCN(CC)CCNC(=O)c1c(C)[nH]c(C=C2C(=O)Nc3ccc(F)cc32)c1C. Cell line: SKOV3. Synergy scores: synergy=-14.4. (2) Synergy scores: synergy=5.73. Cell line: HT29. Drug 2: CC1(c2nc3c(C(N)=O)cccc3[nH]2)CCCN1. Drug 1: COC12C(COC(N)=O)C3=C(C(=O)C(C)=C(N)C3=O)N1CC1NC12.